From a dataset of Catalyst prediction with 721,799 reactions and 888 catalyst types from USPTO. Predict which catalyst facilitates the given reaction. (1) Reactant: [F:1][C:2]1[CH:7]=[CH:6][C:5]([S:8]([NH:11][CH2:12][C:13]2[CH:22]=[CH:21][C:16]([C:17]([O:19][CH3:20])=[O:18])=[CH:15][CH:14]=2)(=[O:10])=[O:9])=[CH:4][CH:3]=1.[C:23]1([CH:29](O)[CH2:30][CH3:31])[CH:28]=[CH:27][CH:26]=[CH:25][CH:24]=1.C1C=CC(P(C2C=CC=CC=2)C2C=CC=CC=2)=CC=1.N(C(OC(C)C)=O)=NC(OC(C)C)=O. Product: [F:1][C:2]1[CH:7]=[CH:6][C:5]([S:8]([N:11]([CH2:12][C:13]2[CH:14]=[CH:15][C:16]([C:17]([O:19][CH3:20])=[O:18])=[CH:21][CH:22]=2)[CH:29]([C:23]2[CH:28]=[CH:27][CH:26]=[CH:25][CH:24]=2)[CH2:30][CH3:31])(=[O:10])=[O:9])=[CH:4][CH:3]=1. The catalyst class is: 20. (2) Reactant: [Cl:1][C:2]1[CH:7]=[CH:6][C:5]([C:8]2([O:14][CH3:15])[CH2:13][CH2:12][NH:11][CH2:10][CH2:9]2)=[CH:4][CH:3]=1.N1C(C)=CC=CC=1C.II.Br[CH2:27][CH2:28][CH:29]=[C:30]1[C:36]2[CH:37]=[CH:38][CH:39]=[N:40][C:35]=2[CH2:34][O:33][C:32]2[CH:41]=[CH:42][C:43]([C:45]([OH:48])([CH3:47])[CH3:46])=[CH:44][C:31]1=2. Product: [Cl:1][C:2]1[CH:7]=[CH:6][C:5]([C:8]2([O:14][CH3:15])[CH2:9][CH2:10][N:11]([CH2:27][CH2:28][CH:29]=[C:30]3[C:36]4[CH:37]=[CH:38][CH:39]=[N:40][C:35]=4[CH2:34][O:33][C:32]4[CH:41]=[CH:42][C:43]([C:45]([OH:48])([CH3:47])[CH3:46])=[CH:44][C:31]3=4)[CH2:12][CH2:13]2)=[CH:4][CH:3]=1. The catalyst class is: 32.